This data is from Reaction yield outcomes from USPTO patents with 853,638 reactions. The task is: Predict the reaction yield, written as a fraction of the theoretical maximum amount of product (1.0 means a 100% yield; for example, 0.34 means a 34% yield). (1) The reactants are [NH2:1][C:2]1[C:3]([O:17]C)=[C:4]([C:9]2[O:13][C:12]([C:14]([OH:16])=[O:15])=[CH:11][CH:10]=2)[CH:5]=[C:6]([CH3:8])[CH:7]=1.B(Br)(Br)[Br:20]. The catalyst is ClCCl. The product is [BrH:20].[NH2:1][C:2]1[C:3]([OH:17])=[C:4]([C:9]2[O:13][C:12]([C:14]([OH:16])=[O:15])=[CH:11][CH:10]=2)[CH:5]=[C:6]([CH3:8])[CH:7]=1. The yield is 0.547. (2) The reactants are [C:1]1([CH:7]2[C:15]3[O:14][C:13](=O)[NH:12][C:11](=[O:17])[C:10]=3[CH2:9][CH2:8]2)[CH:6]=[CH:5][CH:4]=[CH:3][CH:2]=1.O.[NH3:19]. No catalyst specified. The product is [C:1]1([CH:7]2[C:15]3[NH:19][C:13](=[O:14])[NH:12][C:11](=[O:17])[C:10]=3[CH2:9][CH2:8]2)[CH:6]=[CH:5][CH:4]=[CH:3][CH:2]=1. The yield is 1.00. (3) The reactants are [CH3:1][O:2][C:3](=[O:13])[C:4]1[CH:12]=[CH:11][C:8]([O:9][CH3:10])=[C:6]([OH:7])[CH:5]=1.C(=O)([O-])[O-].[K+].[K+].O([CH2:28][C:29]([F:32])([F:31])[F:30])S(C(F)(F)F)(=O)=O. The catalyst is CN(C=O)C.C(Cl)Cl. The product is [CH3:10][O:9][C:8]1[CH:11]=[CH:12][C:4]([C:3]([O:2][CH3:1])=[O:13])=[CH:5][C:6]=1[O:7][CH2:28][C:29]([F:32])([F:31])[F:30]. The yield is 0.900. (4) The reactants are Cl[C:2]1[C:7]([CH:8]=[O:9])=[C:6]([N:10]2[C:22](=[O:23])[C:14]3=[CH:15][N:16]4[C:21]([CH2:20][CH2:19][CH2:18][CH2:17]4)=[C:13]3[CH:12]=[N:11]2)[N:5]=[CH:4][CH:3]=1.[CH3:24][N:25]1[CH:30]=[C:29](B2OC(C)(C)C(C)(C)O2)[CH:28]=[C:27]([NH:40][C:41]2[CH:46]=[CH:45][C:44]([N:47]3[CH2:52][CH2:51][N:50]([CH:53]4[CH2:56][O:55][CH2:54]4)[CH2:49][C@@H:48]3[CH3:57])=[CH:43][N:42]=2)[C:26]1=[O:58].C([O-])(=O)C.[Na+].[O-]P([O-])([O-])=O.[K+].[K+].[K+]. The catalyst is C1C=CC(P(C2C=CC=CC=2)[C-]2C=CC=C2)=CC=1.C1C=CC(P(C2C=CC=CC=2)[C-]2C=CC=C2)=CC=1.Cl[Pd]Cl.[Fe+2].O.C(#N)C. The product is [CH3:24][N:25]1[C:26](=[O:58])[C:27]([NH:40][C:41]2[CH:46]=[CH:45][C:44]([N:47]3[CH2:52][CH2:51][N:50]([CH:53]4[CH2:54][O:55][CH2:56]4)[CH2:49][C@@H:48]3[CH3:57])=[CH:43][N:42]=2)=[CH:28][C:29]([C:2]2[C:7]([CH:8]=[O:9])=[C:6]([N:10]3[C:22](=[O:23])[C:14]4=[CH:15][N:16]5[C:21]([CH2:20][CH2:19][CH2:18][CH2:17]5)=[C:13]4[CH:12]=[N:11]3)[N:5]=[CH:4][CH:3]=2)=[CH:30]1. The yield is 0.440. (5) The reactants are ClCC1C=CC(C#N)=CC=1.Br[CH2:12][C:13]1[CH:14]=[C:15]([CH:20]=[CH:21][CH:22]=1)[C:16]([O:18][CH3:19])=[O:17].[CH2:23]([NH:30][C:31]([C:33]1[S:37][C:36]([N:38]2[CH2:42][CH2:41][NH:40][C:39]2=[O:43])=[N:35][C:34]=1[CH3:44])=[O:32])[C:24]1[CH:29]=[CH:28][CH:27]=[CH:26][CH:25]=1. No catalyst specified. The product is [CH2:23]([NH:30][C:31]([C:33]1[S:37][C:36]([N:38]2[CH2:42][CH2:41][N:40]([CH2:12][C:13]3[CH:14]=[C:15]([CH:20]=[CH:21][CH:22]=3)[C:16]([O:18][CH3:19])=[O:17])[C:39]2=[O:43])=[N:35][C:34]=1[CH3:44])=[O:32])[C:24]1[CH:29]=[CH:28][CH:27]=[CH:26][CH:25]=1. The yield is 0.430. (6) The reactants are [OH:1][C:2]1[CH:7]=[CH:6][C:5]([C:8]([N:10]2[CH2:15][CH2:14][O:13][CH2:12][CH2:11]2)=[O:9])=[C:4]([O:16][CH3:17])[CH:3]=1.[F:18][C:19]([F:39])([F:38])[S:20](N(C1C=CC(Cl)=CN=1)[S:20]([C:19]([F:39])([F:38])[F:18])(=[O:22])=[O:21])(=[O:22])=[O:21]. The catalyst is C1COCC1. The product is [CH3:17][O:16][C:4]1[CH:3]=[C:2]([O:1][S:20]([C:19]([F:39])([F:38])[F:18])(=[O:22])=[O:21])[CH:7]=[CH:6][C:5]=1[C:8]([N:10]1[CH2:11][CH2:12][O:13][CH2:14][CH2:15]1)=[O:9]. The yield is 0.900. (7) The reactants are [OH:1][C:2]1[CH:7]=[CH:6][C:5]([C:8]2[CH:9]=[C:10]([CH:14]([NH:20][C:21]([C@@H:23]3[CH2:28][CH2:27][CH2:26][N:25]([C:29](=[O:45])[CH2:30][CH2:31][CH:32]4[CH2:37][CH2:36][N:35]([C:38]([O:40][C:41]([CH3:44])([CH3:43])[CH3:42])=[O:39])[CH2:34][CH2:33]4)[CH2:24]3)=[O:22])[CH2:15][C:16]([O:18][CH3:19])=[O:17])[CH:11]=[N:12][CH:13]=2)=[CH:4][CH:3]=1.C(=O)([O-])[O-].[Cs+].[Cs+].I[CH2:53][CH2:54][F:55]. The catalyst is O1CCCC1.O. The product is [F:55][CH2:54][CH2:53][O:1][C:2]1[CH:3]=[CH:4][C:5]([C:8]2[CH:9]=[C:10]([CH:14]([NH:20][C:21]([C@@H:23]3[CH2:28][CH2:27][CH2:26][N:25]([C:29](=[O:45])[CH2:30][CH2:31][CH:32]4[CH2:33][CH2:34][N:35]([C:38]([O:40][C:41]([CH3:42])([CH3:44])[CH3:43])=[O:39])[CH2:36][CH2:37]4)[CH2:24]3)=[O:22])[CH2:15][C:16]([O:18][CH3:19])=[O:17])[CH:11]=[N:12][CH:13]=2)=[CH:6][CH:7]=1. The yield is 0.620. (8) The reactants are [C:1]1([C:7]([C:12]2[CH:17]=[CH:16][CH:15]=[CH:14][CH:13]=2)([CH3:11])[C:8]([OH:10])=O)[CH:6]=[CH:5][CH:4]=[CH:3][CH:2]=1.[NH2:18][CH2:19][CH2:20][CH2:21][N:22]1[CH2:27][CH2:26][CH:25]([C:28]2[CH:29]=[C:30]([NH:34][C:35](=[O:39])[CH:36]([CH3:38])[CH3:37])[CH:31]=[CH:32][CH:33]=2)[CH2:24][CH2:23]1.CN(C)CCCN=C=NCC. The catalyst is CN(C)C1C=CN=CC=1.C(Cl)Cl.CN(C=O)C. The product is [C:35]([NH:34][C:30]1[CH:29]=[C:28]([CH:25]2[CH2:26][CH2:27][N:22]([CH2:21][CH2:20][CH2:19][NH:18][C:8](=[O:10])[C:7]([C:1]3[CH:2]=[CH:3][CH:4]=[CH:5][CH:6]=3)([C:12]3[CH:17]=[CH:16][CH:15]=[CH:14][CH:13]=3)[CH3:11])[CH2:23][CH2:24]2)[CH:33]=[CH:32][CH:31]=1)(=[O:39])[CH:36]([CH3:38])[CH3:37]. The yield is 0.420. (9) The reactants are [CH3:1][O:2][C:3]1[CH:8]=[CH:7][C:6]([C:9]2[N:10]=[C:11]([NH2:20])[S:12][C:13]=2[C:14]2[CH:15]=[N:16][CH:17]=[CH:18][CH:19]=2)=[CH:5][CH:4]=1.[ClH:21].CO. No catalyst specified. The product is [ClH:21].[CH3:1][O:2][C:3]1[CH:4]=[CH:5][C:6]([C:9]2[N:10]=[C:11]([NH2:20])[S:12][C:13]=2[C:14]2[CH:15]=[N:16][CH:17]=[CH:18][CH:19]=2)=[CH:7][CH:8]=1. The yield is 0.800. (10) The reactants are Cl[C:2]1[C:3]([C:22]2[C:27]([CH3:28])=[CH:26][C:25]([CH3:29])=[CH:24][N:23]=2)=[CH:4][C:5]([N:8]2[CH2:13][CH2:12][N:11]([C:14](=[O:21])[CH2:15][CH2:16][S:17]([CH3:20])(=[O:19])=[O:18])[CH2:10][CH2:9]2)=[N:6][CH:7]=1.[NH4+].[OH-]. The catalyst is [Pd].CO.O. The product is [CH3:28][C:27]1[C:22]([C:3]2[CH:2]=[CH:7][N:6]=[C:5]([N:8]3[CH2:9][CH2:10][N:11]([C:14](=[O:21])[CH2:15][CH2:16][S:17]([CH3:20])(=[O:18])=[O:19])[CH2:12][CH2:13]3)[CH:4]=2)=[N:23][CH:24]=[C:25]([CH3:29])[CH:26]=1. The yield is 0.900.